The task is: Predict the reaction yield, written as a fraction of the theoretical maximum amount of product (1.0 means a 100% yield; for example, 0.34 means a 34% yield).. This data is from Reaction yield outcomes from USPTO patents with 853,638 reactions. The product is [CH3:5][O:6][N:7]=[C:8]([C:25]1[N:29]=[C:28]([CH3:30])[O:27][N:26]=1)[C:9]1[CH:14]=[C:13]([Cl:15])[CH:12]=[CH:11][C:10]=1[OH:16]. The reactants are [Cl-].[Al+3].[Cl-].[Cl-].[CH3:5][O:6][N:7]=[C:8]([C:25]1[N:29]=[C:28]([CH3:30])[O:27][N:26]=1)[C:9]1[CH:14]=[C:13]([Cl:15])[CH:12]=[CH:11][C:10]=1[O:16]CC1C=CC(Cl)=CC=1.C1(OC)C=CC=CC=1. The yield is 0.822. The catalyst is C(=O)(O)[O-].[Na+].